From a dataset of Reaction yield outcomes from USPTO patents with 853,638 reactions. Predict the reaction yield, written as a fraction of the theoretical maximum amount of product (1.0 means a 100% yield; for example, 0.34 means a 34% yield). (1) The reactants are [CH3:1][O:2][C:3]1[CH:49]=[CH:48][C:6]([CH2:7][N:8]([CH2:39][C:40]2[CH:45]=[CH:44][C:43]([O:46][CH3:47])=[CH:42][CH:41]=2)[C:9]2[N:14]=[C:13]([CH3:15])[N:12]=[C:11]([C:16]3[CH:17]=[C:18]([CH:23]([N:25]4[CH2:30][CH2:29][N:28]([C:31]([O:33][C:34]([CH3:37])([CH3:36])[CH3:35])=[O:32])[CH2:27][C@H:26]4[CH3:38])[CH3:24])[CH:19]=[N:20][C:21]=3F)[N:10]=2)=[CH:5][CH:4]=1.[F:50][C:51]1[CH:52]=[C:53]([NH2:59])[CH:54]=[N:55][C:56]=1[O:57][CH3:58].O1CCCC1.C[Si]([N-][Si](C)(C)C)(C)C.[Li+]. No catalyst specified. The product is [CH3:1][O:2][C:3]1[CH:49]=[CH:48][C:6]([CH2:7][N:8]([CH2:39][C:40]2[CH:41]=[CH:42][C:43]([O:46][CH3:47])=[CH:44][CH:45]=2)[C:9]2[N:14]=[C:13]([CH3:15])[N:12]=[C:11]([C:16]3[CH:17]=[C:18]([C@H:23]([N:25]4[CH2:30][CH2:29][N:28]([C:31]([O:33][C:34]([CH3:35])([CH3:36])[CH3:37])=[O:32])[CH2:27][C@H:26]4[CH3:38])[CH3:24])[CH:19]=[N:20][C:21]=3[NH:59][C:53]3[CH:54]=[N:55][C:56]([O:57][CH3:58])=[C:51]([F:50])[CH:52]=3)[N:10]=2)=[CH:5][CH:4]=1.[CH3:1][O:2][C:3]1[CH:49]=[CH:48][C:6]([CH2:7][N:8]([CH2:39][C:40]2[CH:41]=[CH:42][C:43]([O:46][CH3:47])=[CH:44][CH:45]=2)[C:9]2[N:14]=[C:13]([CH3:15])[N:12]=[C:11]([C:16]3[CH:17]=[C:18]([C@@H:23]([N:25]4[CH2:30][CH2:29][N:28]([C:31]([O:33][C:34]([CH3:35])([CH3:36])[CH3:37])=[O:32])[CH2:27][C@H:26]4[CH3:38])[CH3:24])[CH:19]=[N:20][C:21]=3[NH:59][C:53]3[CH:54]=[N:55][C:56]([O:57][CH3:58])=[C:51]([F:50])[CH:52]=3)[N:10]=2)=[CH:5][CH:4]=1. The yield is 0.381. (2) The reactants are [F:1][C:2]([F:14])([C:6]1[CH:7]=[N:8][N:9]([CH3:13])[C:10](=[O:12])[CH:11]=1)[C:3]([OH:5])=O.P(Cl)(Cl)(Cl)=O.Cl.[NH2:21][CH2:22][C:23]1[CH:24]=[C:25]2[C:29](=[CH:30][CH:31]=1)[C:28](=[O:32])[N:27]([CH:33]1[CH2:38][CH2:37][C:36](=[O:39])[NH:35][C:34]1=[O:40])[CH2:26]2.C(=O)(O)[O-].[Na+]. The catalyst is N1C=CC=CC=1. The product is [O:40]=[C:34]1[CH:33]([N:27]2[CH2:26][C:25]3[C:29](=[CH:30][CH:31]=[C:23]([CH2:22][NH:21][C:3](=[O:5])[C:2]([F:1])([F:14])[C:6]4[CH:7]=[N:8][N:9]([CH3:13])[C:10](=[O:12])[CH:11]=4)[CH:24]=3)[C:28]2=[O:32])[CH2:38][CH2:37][C:36](=[O:39])[NH:35]1. The yield is 0.150. (3) The reactants are Cl[C:2]1[N:10]=[C:9]2[C:5]([N:6]=[C:7]([CH2:12][N:13]3[CH2:18][CH2:17][N:16]([CH:19]4[CH2:22][O:21][CH2:20]4)[CH2:15][C:14]3([CH3:24])[CH3:23])[N:8]2[CH3:11])=[C:4]([N:25]2[CH2:30][CH2:29][O:28][CH2:27][CH2:26]2)[N:3]=1.[CH2:31]([C:33]1[NH:34][C:35]2[CH:41]=[CH:40][CH:39]=[CH:38][C:36]=2[N:37]=1)[CH3:32].CC(C1C=C(C(C)C)C(C2C=CC=CC=2P(C2CCCCC2)C2CCCCC2)=C(C(C)C)C=1)C.C([O-])([O-])=O.[Cs+].[Cs+]. The catalyst is O1CCOCC1.C1C=CC(/C=C/C(/C=C/C2C=CC=CC=2)=O)=CC=1.C1C=CC(/C=C/C(/C=C/C2C=CC=CC=2)=O)=CC=1.C1C=CC(/C=C/C(/C=C/C2C=CC=CC=2)=O)=CC=1.[Pd].[Pd]. The product is [CH3:24][C:14]1([CH3:23])[CH2:15][N:16]([CH:19]2[CH2:22][O:21][CH2:20]2)[CH2:17][CH2:18][N:13]1[CH2:12][C:7]1[N:8]([CH3:11])[C:9]2[C:5]([N:6]=1)=[C:4]([N:25]1[CH2:26][CH2:27][O:28][CH2:29][CH2:30]1)[N:3]=[C:2]([N:34]1[C:35]3[CH:41]=[CH:40][CH:39]=[CH:38][C:36]=3[N:37]=[C:33]1[CH2:31][CH3:32])[N:10]=2. The yield is 0.480.